Task: Predict the product of the given reaction.. Dataset: Forward reaction prediction with 1.9M reactions from USPTO patents (1976-2016) (1) The product is: [CH3:1][CH:2]([CH3:36])[CH2:3][CH:4]([NH:20][C:21]1[CH:35]=[CH:34][C:24]([C:25]([NH:27][CH2:28][CH2:29][C:30]([OH:32])=[O:31])=[O:26])=[CH:23][N:22]=1)[C:5]1[CH:6]=[CH:7][C:8]([N:11]2[CH:15]=[C:14]([C:16]([F:17])([F:18])[F:19])[CH:13]=[N:12]2)=[CH:9][CH:10]=1. Given the reactants [CH3:1][CH:2]([CH3:36])[CH2:3][CH:4]([NH:20][C:21]1[CH:35]=[CH:34][C:24]([C:25]([NH:27][CH2:28][CH2:29][C:30]([O:32]C)=[O:31])=[O:26])=[CH:23][N:22]=1)[C:5]1[CH:10]=[CH:9][C:8]([N:11]2[CH:15]=[C:14]([C:16]([F:19])([F:18])[F:17])[CH:13]=[N:12]2)=[CH:7][CH:6]=1.[OH-].[Li+].Cl, predict the reaction product. (2) Given the reactants Cl[C:2]1[C:11]2[C:6](=[CH:7][C:8]([O:13]C)=[C:9]([F:12])[CH:10]=2)[CH:5]=[C:4]([NH:15][C:16]2[CH:20]=[C:19]([CH3:21])[NH:18][N:17]=2)[N:3]=1.[BrH:22], predict the reaction product. The product is: [Br:22][C:2]1[C:11]2[C:6](=[CH:7][C:8]([OH:13])=[C:9]([F:12])[CH:10]=2)[CH:5]=[C:4]([NH:15][C:16]2[CH:20]=[C:19]([CH3:21])[NH:18][N:17]=2)[N:3]=1. (3) Given the reactants [C:1]([C:3]1[CH:12]=[CH:11][CH:10]=[C:9]([N+:13]([O-:15])=[O:14])[C:4]=1[C:5]([O:7][CH3:8])=[O:6])#[N:2].[Cl-].[NH4+].[N-:18]=[N+:19]=[N-:20].[Na+].O, predict the reaction product. The product is: [N+:13]([C:9]1[CH:10]=[CH:11][CH:12]=[C:3]([C:1]2[NH:20][N:19]=[N:18][N:2]=2)[C:4]=1[C:5]([O:7][CH3:8])=[O:6])([O-:15])=[O:14]. (4) Given the reactants [NH2:1][NH:2][C:3]([C:5]1[CH:10]=[CH:9][CH:8]=[C:7]([CH3:11])[N:6]=1)=[NH:4].[Br:12][C:13]1[CH:14]=[CH:15][C:16]([OH:21])=[C:17]([CH:20]=1)[CH:18]=O, predict the reaction product. The product is: [Br:12][C:13]1[CH:14]=[CH:15][C:16]([OH:21])=[C:17]([C:18]2[NH:1][N:2]=[C:3]([C:5]3[CH:10]=[CH:9][CH:8]=[C:7]([CH3:11])[N:6]=3)[N:4]=2)[CH:20]=1. (5) Given the reactants [Cl:1][C:2]1[S:6][C:5]([C:7]2[O:11][N:10]=[C:9]([CH2:12][C@H:13]([NH:17][S:18]([C:21]3[CH:26]=[C:25]([F:27])[CH:24]=[C:23]([N:28]4[CH2:33][CH2:32][CH2:31][CH2:30][C:29]4=[O:34])[C:22]=3[O:35][CH3:36])(=[O:20])=[O:19])[C:14](O)=[O:15])[CH:8]=2)=[CH:4][CH:3]=1.[CH:37]1(NC)[CH2:39][CH2:38]1.[B-](F)(F)(F)F.CCOC([C:52](C#N)=[N:53]OC(N(C)C)=[N+](C)C)=O, predict the reaction product. The product is: [Cl:1][C:2]1[S:6][C:5]([C:7]2[O:11][N:10]=[C:9]([CH2:12][C@H:13]([NH:17][S:18]([C:21]3[CH:26]=[C:25]([F:27])[CH:24]=[C:23]([N:28]4[CH2:33][CH2:32][CH2:31][CH2:30][C:29]4=[O:34])[C:22]=3[O:35][CH3:36])(=[O:19])=[O:20])[C:14]([NH:53][CH2:52][CH:37]3[CH2:38][CH2:39]3)=[O:15])[CH:8]=2)=[CH:4][CH:3]=1. (6) Given the reactants [C:1]([C:11]1[CH:20]=[C:19]2[C:14]([CH:15]=[CH:16][C:17]([O:21][CH3:22])=[CH:18]2)=[CH:13][CH:12]=1)#[C:2][CH2:3][CH2:4][CH2:5][CH2:6][CH2:7][CH2:8][CH2:9][CH3:10].C1COCC1, predict the reaction product. The product is: [CH2:1]([C:11]1[CH:20]=[C:19]2[C:14]([CH:15]=[CH:16][C:17]([O:21][CH3:22])=[CH:18]2)=[CH:13][CH:12]=1)[CH2:2][CH2:3][CH2:4][CH2:5][CH2:6][CH2:7][CH2:8][CH2:9][CH3:10].